Dataset: NCI-60 drug combinations with 297,098 pairs across 59 cell lines. Task: Regression. Given two drug SMILES strings and cell line genomic features, predict the synergy score measuring deviation from expected non-interaction effect. (1) Drug 1: CC(C1=C(C=CC(=C1Cl)F)Cl)OC2=C(N=CC(=C2)C3=CN(N=C3)C4CCNCC4)N. Drug 2: C1CCC(CC1)NC(=O)N(CCCl)N=O. Cell line: PC-3. Synergy scores: CSS=20.5, Synergy_ZIP=-6.34, Synergy_Bliss=-2.50, Synergy_Loewe=-4.93, Synergy_HSA=-2.56. (2) Drug 1: C1C(C(OC1N2C=NC3=C(N=C(N=C32)Cl)N)CO)O. Drug 2: C1=CC=C(C(=C1)C(C2=CC=C(C=C2)Cl)C(Cl)Cl)Cl. Cell line: NCI-H460. Synergy scores: CSS=-0.0225, Synergy_ZIP=-2.94, Synergy_Bliss=-5.04, Synergy_Loewe=-17.8, Synergy_HSA=-6.20.